The task is: Predict which catalyst facilitates the given reaction.. This data is from Catalyst prediction with 721,799 reactions and 888 catalyst types from USPTO. Product: [F:24][C:20]1[CH:19]=[C:18]([C:15]2[CH:16]=[CH:17][C:12]([NH:11][C:9](=[O:10])[CH2:8][C:5]3[CH:6]=[N:7][C:2]([C:31]4[CH:36]=[CH:35][N:34]=[N:33][CH:32]=4)=[C:3]([CH3:25])[CH:4]=3)=[N:13][CH:14]=2)[CH:23]=[CH:22][CH:21]=1. The catalyst class is: 455. Reactant: Cl[C:2]1[N:7]=[CH:6][C:5]([CH2:8][C:9]([NH:11][C:12]2[CH:17]=[CH:16][C:15]([C:18]3[CH:23]=[CH:22][CH:21]=[C:20]([F:24])[CH:19]=3)=[CH:14][N:13]=2)=[O:10])=[CH:4][C:3]=1[CH3:25].C([Sn](CCCC)(CCCC)[C:31]1[CH:36]=[CH:35][N:34]=[N:33][CH:32]=1)CCC.